This data is from Experimentally validated miRNA-target interactions with 360,000+ pairs, plus equal number of negative samples. The task is: Binary Classification. Given a miRNA mature sequence and a target amino acid sequence, predict their likelihood of interaction. The miRNA is dre-miR-1 with sequence UGGAAUGUAAAGAAGUAUGUAU. The protein sequence of the target gene is MAAAAAAGPEMVRGQVFDVGPRYTNLSYIGEGAYGMVCSAYDNLNKVRVAIKKISPFEHQTYCQRTLREIKILLRFRHENIIGINDIIRAPTIEQMKDVYIVQDLMETDLYKLLKTQHLSNDHICYFLYQILRGLKYIHSANVLHRDLKPSNLLLNTTCDLKICDFGLARVADPDHDHTGFLTEYVATRWYRAPEIMLNSKGYTKSIDIWSVGCILAEMLSNRPIFPGKHYLDQLNHILGILGSPSQEDLNCIINLKARNYLLSLPHKNKVPWNRLFPNADSKALDLLDKMLTFNPHKRI.... Result: 0 (no interaction).